From a dataset of Reaction yield outcomes from USPTO patents with 853,638 reactions. Predict the reaction yield, written as a fraction of the theoretical maximum amount of product (1.0 means a 100% yield; for example, 0.34 means a 34% yield). (1) The reactants are [Cl:1][C:2]1[CH:7]=[CH:6][CH:5]=[CH:4][C:3]=1[C:8](=[O:15])[CH2:9][C:10]([O:12][CH2:13][CH3:14])=[O:11].S(Cl)([Cl:19])(=O)=O. The catalyst is C(OCC)C. The product is [Cl:19][CH:9]([C:8]([C:3]1[CH:4]=[CH:5][CH:6]=[CH:7][C:2]=1[Cl:1])=[O:15])[C:10]([O:12][CH2:13][CH3:14])=[O:11]. The yield is 0.850. (2) The reactants are [OH:1][C:2]1[CH:7]=[CH:6][C:5]([C:8]2[CH:13]=[CH:12][C:11]([C:14]#[N:15])=[CH:10][CH:9]=2)=[CH:4][CH:3]=1.[Br:16][CH2:17][CH2:18][CH2:19][CH2:20][CH2:21][CH2:22]Br. The catalyst is CC(C)=O. The product is [Br:16][CH2:17][CH2:18][CH2:19][CH2:20][CH2:21][CH2:22][O:1][C:2]1[CH:3]=[CH:4][C:5]([C:8]2[CH:13]=[CH:12][C:11]([C:14]#[N:15])=[CH:10][CH:9]=2)=[CH:6][CH:7]=1. The yield is 0.580. (3) The reactants are CN(C)[C:3](=[O:5])[CH3:4].FC(F)(F)S(OS(C(F)(F)F)(=O)=O)(=O)=O.[CH:22]([C:24]1[CH:33]=[CH:32][C:27]([C:28]([O:30][CH3:31])=[O:29])=[C:26]([CH3:34])[CH:25]=1)=[CH2:23].CC1C=C(C)C=C(C)N=1. The catalyst is ClCCCl. The product is [CH3:34][C:26]1[CH:25]=[C:24]([CH:22]2[CH2:4][C:3](=[O:5])[CH2:23]2)[CH:33]=[CH:32][C:27]=1[C:28]([O:30][CH3:31])=[O:29]. The yield is 0.450. (4) The reactants are [CH3:1][O:2][C:3]1[CH:4]=[C:5]2[C:10](=[CH:11][C:12]=1[O:13][CH3:14])[N:9]=[CH:8][N:7]=[C:6]2[S:15][C:16]1[CH:17]=[C:18]([CH:20]=[CH:21][CH:22]=1)[NH2:19].[C:23]([C:27]1[CH:32]=[CH:31][C:30]([N:33]=[C:34]=[O:35])=[CH:29][CH:28]=1)([CH3:26])([CH3:25])[CH3:24]. No catalyst specified. The product is [C:23]([C:27]1[CH:32]=[CH:31][C:30]([NH:33][C:34]([NH:19][C:18]2[CH:20]=[CH:21][CH:22]=[C:16]([S:15][C:6]3[C:5]4[C:10](=[CH:11][C:12]([O:13][CH3:14])=[C:3]([O:2][CH3:1])[CH:4]=4)[N:9]=[CH:8][N:7]=3)[CH:17]=2)=[O:35])=[CH:29][CH:28]=1)([CH3:26])([CH3:24])[CH3:25]. The yield is 0.270. (5) The reactants are Cl[C:2]1[C:11]2[C:6](=[CH:7][CH:8]=[C:9]([N:12]3[CH2:16][CH2:15][CH:14]([OH:17])[CH2:13]3)[CH:10]=2)[CH:5]=[N:4][CH:3]=1.[CH3:18][N:19]1[CH:23]=[C:22]([C:24]2[CH:29]=[CH:28][C:27](B3OC(C)(C)C(C)(C)O3)=[CH:26][CH:25]=2)[CH:21]=[N:20]1.C(=O)([O-])[O-].[Na+].[Na+].O. The catalyst is C(#N)C. The product is [CH3:18][N:19]1[CH:23]=[C:22]([C:24]2[CH:25]=[CH:26][C:27]([C:2]3[C:11]4[C:6](=[CH:7][CH:8]=[C:9]([N:12]5[CH2:16][CH2:15][CH:14]([OH:17])[CH2:13]5)[CH:10]=4)[CH:5]=[N:4][CH:3]=3)=[CH:28][CH:29]=2)[CH:21]=[N:20]1. The yield is 0.440. (6) The reactants are [OH:1][C:2]1[C:3]([C:8]2[CH:13]=[CH:12][CH:11]=[CH:10][CH:9]=2)=[N:4][CH:5]=[CH:6][CH:7]=1.[CH2:14]([Br:21])[C:15]1[CH:20]=[CH:19][CH:18]=[CH:17][CH:16]=1. The catalyst is C1(C)C=CC=CC=1. The product is [Br-:21].[CH2:14]([N+:4]1[CH:5]=[CH:6][CH:7]=[C:2]([OH:1])[C:3]=1[C:8]1[CH:9]=[CH:10][CH:11]=[CH:12][CH:13]=1)[C:15]1[CH:20]=[CH:19][CH:18]=[CH:17][CH:16]=1. The yield is 0.910. (7) The reactants are CC([O-])(C)C.[Na+].Br[C:8]1[N:12]=[C:11]([N:13]([CH2:23][C:24]2[CH:29]=[CH:28][C:27]([O:30][CH3:31])=[CH:26][CH:25]=2)[CH2:14][C:15]2[CH:20]=[CH:19][C:18]([O:21][CH3:22])=[CH:17][CH:16]=2)[N:10]([CH2:32][C:33]2[CH:38]=[CH:37][C:36]([O:39][CH3:40])=[CH:35][CH:34]=2)[N:9]=1.[N:41]1[CH:42]=[CH:43][N:44]2[CH:49]=[CH:48][C:47]([NH2:50])=[CH:46][C:45]=12. The catalyst is C1C=CC(/C=C/C(/C=C/C2C=CC=CC=2)=O)=CC=1.C1C=CC(/C=C/C(/C=C/C2C=CC=CC=2)=O)=CC=1.[Pd].C1(C)C=CC=CC=1. The product is [N:41]1[CH:42]=[CH:43][N:44]2[CH:49]=[CH:48][C:47]([NH:50][C:8]3[N:12]=[C:11]([N:13]([CH2:23][C:24]4[CH:29]=[CH:28][C:27]([O:30][CH3:31])=[CH:26][CH:25]=4)[CH2:14][C:15]4[CH:20]=[CH:19][C:18]([O:21][CH3:22])=[CH:17][CH:16]=4)[N:10]([CH2:32][C:33]4[CH:38]=[CH:37][C:36]([O:39][CH3:40])=[CH:35][CH:34]=4)[N:9]=3)=[CH:46][C:45]=12. The yield is 0.970. (8) The reactants are Br[CH2:2][C:3]1[CH:4]=[C:5]([C:9]2[CH:10]=[C:11]([C:21]([NH:23][CH2:24][C:25]3[C:26](=[O:33])[NH:27][C:28]([CH3:32])=[CH:29][C:30]=3[CH3:31])=[O:22])[C:12]3[CH:17]=[N:16][N:15]([CH:18]([CH3:20])[CH3:19])[C:13]=3[N:14]=2)[CH:6]=[CH:7][CH:8]=1.[CH3:34][N:35]([CH3:41])[CH2:36][CH2:37][CH2:38][NH:39][CH3:40]. The yield is 0.250. The catalyst is CN(C=O)C. The product is [CH3:31][C:30]1[CH:29]=[C:28]([CH3:32])[NH:27][C:26](=[O:33])[C:25]=1[CH2:24][NH:23][C:21]([C:11]1[C:12]2[CH:17]=[N:16][N:15]([CH:18]([CH3:19])[CH3:20])[C:13]=2[N:14]=[C:9]([C:5]2[CH:6]=[CH:7][CH:8]=[C:3]([CH2:2][N:39]([CH2:38][CH2:37][CH2:36][N:35]([CH3:41])[CH3:34])[CH3:40])[CH:4]=2)[CH:10]=1)=[O:22]. (9) The reactants are [O:1]1[C:5]2[CH:6]=[CH:7][C:8]([C:10](Cl)=[O:11])=[CH:9][C:4]=2[O:3][CH2:2]1.Cl.[CH3:14][O:15][C:16](=[O:23])[C@@H:17]([CH2:19][CH:20]([CH3:22])[CH3:21])[NH2:18]. No catalyst specified. The product is [O:3]1[C:4]2[CH:9]=[C:8]([C:10]([NH:18][C@H:17]([CH2:19][CH:20]([CH3:22])[CH3:21])[C:16]([O:15][CH3:14])=[O:23])=[O:11])[CH:7]=[CH:6][C:5]=2[O:1][CH2:2]1. The yield is 0.830. (10) The reactants are [NH2:1][CH2:2][C:3]1[N:4]=[N:5][N:6]([C:8]2[CH:9]=[C:10]([NH:14][C:15]([N:17]3[C@@H:23]4[CH2:24][N:20]([CH2:21][CH2:22]4)[C:19]4[CH:25]=[CH:26][C:27]([C:29]5[CH:34]=[CH:33][CH:32]=[C:31]([C:35]([F:38])([F:37])[F:36])[CH:30]=5)=[N:28][C:18]3=4)=[O:16])[CH:11]=[CH:12][CH:13]=2)[CH:7]=1.C(N(CC)CC)C.C1C(=O)N([O:53][C:54]([CH2:56][CH2:57][CH2:58][CH2:59][CH2:60][NH:61][C:62]([CH2:64][CH2:65][CH2:66][CH2:67][C@@H:68]2[S:72][CH2:71][C@@H:70]3[NH:73][C:74]([NH:76][C@H:69]23)=[O:75])=[O:63])=O)C(=O)C1.CN(C=O)C. The catalyst is C(#N)C. The product is [O:75]=[C:74]1[NH:73][C@H:70]2[CH2:71][S:72][C@@H:68]([CH2:67][CH2:66][CH2:65][CH2:64][C:62]([NH:61][CH2:60][CH2:59][CH2:58][CH2:57][CH2:56][C:54]([NH:1][CH2:2][C:3]3[N:4]=[N:5][N:6]([C:8]4[CH:9]=[C:10]([NH:14][C:15]([N:17]5[C@@H:23]6[CH2:24][N:20]([CH2:21][CH2:22]6)[C:19]6[CH:25]=[CH:26][C:27]([C:29]7[CH:34]=[CH:33][CH:32]=[C:31]([C:35]([F:38])([F:37])[F:36])[CH:30]=7)=[N:28][C:18]5=6)=[O:16])[CH:11]=[CH:12][CH:13]=4)[CH:7]=3)=[O:53])=[O:63])[C@H:69]2[NH:76]1. The yield is 0.530.